Dataset: Full USPTO retrosynthesis dataset with 1.9M reactions from patents (1976-2016). Task: Predict the reactants needed to synthesize the given product. Given the product [CH2:1]([C:3]1[O:4][C:21]([C:20]2[CH:23]=[CH:24][C:17]([CH3:16])=[CH:18][CH:19]=2)=[N+:7]([O-:8])[C:5]=1[CH3:6])[CH3:2], predict the reactants needed to synthesize it. The reactants are: [CH2:1]([C:3]([CH2:5][CH3:6])=[O:4])[CH3:2].[N:7](OCCC(C)C)=[O:8].Cl.[CH3:16][C:17]1[CH:24]=[CH:23][C:20]([CH:21]=O)=[CH:19][CH:18]=1.